Predict the reactants needed to synthesize the given product. From a dataset of Full USPTO retrosynthesis dataset with 1.9M reactions from patents (1976-2016). (1) Given the product [F:19][C:16]1[CH:17]=[CH:18][C:13]([S:10]([C:7]2[CH:8]=[CH:9][C:4]([NH2:1])=[CH:5][CH:6]=2)(=[O:12])=[O:11])=[CH:14][CH:15]=1, predict the reactants needed to synthesize it. The reactants are: [N+:1]([C:4]1[CH:9]=[CH:8][C:7]([S:10]([C:13]2[CH:18]=[CH:17][C:16]([F:19])=[CH:15][CH:14]=2)(=[O:12])=[O:11])=[CH:6][CH:5]=1)([O-])=O. (2) Given the product [C:1]([O:7][C:8]1[C:9]([CH3:18])=[C:10]2[N:15]([CH:16]=1)[N:14]=[CH:13][N:12]=[C:11]2[Cl:21])(=[O:6])[C:2]([CH3:5])([CH3:4])[CH3:3], predict the reactants needed to synthesize it. The reactants are: [C:1]([O:7][C:8]1[C:9]([CH3:18])=[C:10]2[N:15]([CH:16]=1)[N:14]=[CH:13][NH:12][C:11]2=O)(=[O:6])[C:2]([CH3:5])([CH3:4])[CH3:3].P(Cl)(Cl)([Cl:21])=O.CCN(C(C)C)C(C)C.C1(C)C=CC=CC=1. (3) Given the product [NH2:16][C:11]1[CH:10]=[C:9]2[C:14](=[C:13]([F:15])[CH:12]=1)[N:5]([CH2:4][CH2:3][N:2]([CH3:1])[CH3:20])[C:6](=[O:19])[CH2:7][CH2:8]2, predict the reactants needed to synthesize it. The reactants are: [CH3:1][N:2]([CH3:20])[CH2:3][CH2:4][N:5]1[C:14]2[C:9](=[CH:10][C:11]([N+:16]([O-])=O)=[CH:12][C:13]=2[F:15])[CH2:8][CH2:7][C:6]1=[O:19].C(O)C.[H][H]. (4) Given the product [N+:44]([C:41]1[CH:40]=[CH:39][C:38]([O:37][C:35](=[O:36])[O:22][CH2:21][N:10]2[C:11]3[C:16](=[CH:15][CH:14]=[C:13]([C:17]([F:20])([F:18])[F:19])[CH:12]=3)[C:8]([C:6]3[CH:7]=[C:2]([Cl:1])[CH:3]=[CH:4][C:5]=3[O:25][CH3:26])([F:24])[C:9]2=[O:23])=[CH:43][CH:42]=1)([O-:46])=[O:45], predict the reactants needed to synthesize it. The reactants are: [Cl:1][C:2]1[CH:3]=[CH:4][C:5]([O:25][CH3:26])=[C:6]([C@@:8]2([F:24])[C:16]3[C:11](=[CH:12][C:13]([C:17]([F:20])([F:19])[F:18])=[CH:14][CH:15]=3)[N:10]([CH2:21][OH:22])[C:9]2=[O:23])[CH:7]=1.C(N(CC)CC)C.Cl[C:35]([O:37][C:38]1[CH:43]=[CH:42][C:41]([N+:44]([O-:46])=[O:45])=[CH:40][CH:39]=1)=[O:36]. (5) Given the product [C:1]12([CH2:11][S:12]([O-:15])(=[O:13])=[O:14])[C:8]([CH3:10])([CH3:9])[CH:5]([CH2:6][CH2:7]1)[CH2:4][C:2]2=[O:3].[CH3:16][N+:17]1([N:30]2[CH2:31][N:32]([O:26][CH3:23])[CH2:33][N:34]([O:3][CH3:2])[CH2:29]2)[CH2:22][CH2:21][O:20][CH2:19][CH2:18]1, predict the reactants needed to synthesize it. The reactants are: [C:1]12([CH2:11][S:12]([O-:15])(=[O:14])=[O:13])[C:8]([CH3:10])([CH3:9])[CH:5]([CH2:6][CH2:7]1)[CH2:4][C:2]2=[O:3].[CH3:16][NH+:17]1[CH2:22][CH2:21][O:20][CH2:19][CH2:18]1.[C:23](=[O:26])(O)[O-].[Na+].Cl[C:29]1[N:34]=[C:33](OC)[N:32]=[C:31](OC)[N:30]=1. (6) Given the product [Cl:39][C:36]1[CH:37]=[CH:38][C:33]([C@@:13]23[O:32][C@@:10]([CH2:50][F:51])([CH2:11][O:12]2)[C@@H:9]([OH:8])[C@H:15]([OH:16])[C@H:14]3[OH:24])=[CH:34][C:35]=1[CH2:40][C:41]1[CH:42]=[CH:43][C:44]([O:47][CH2:48][CH3:49])=[CH:45][CH:46]=1, predict the reactants needed to synthesize it. The reactants are: C([O:8][C@H:9]1[C@H:15]([O:16]CC2C=CC=CC=2)[C@@H:14]([O:24]CC2C=CC=CC=2)[C@:13]2([C:33]3[CH:38]=[CH:37][C:36]([Cl:39])=[C:35]([CH2:40][C:41]4[CH:46]=[CH:45][C:44]([O:47][CH2:48][CH3:49])=[CH:43][CH:42]=4)[CH:34]=3)[O:32][C@@:10]1([CH2:50][F:51])[CH2:11][O:12]2)C1C=CC=CC=1.C(O)=O.C(OCC)(=O)C. (7) Given the product [ClH:34].[ClH:34].[N:22]1([C:20]([CH:16]2[CH2:17][CH2:18][CH2:19][N:14]([CH:11]3[CH2:10][CH2:9][NH:8][CH2:13][CH2:12]3)[CH2:15]2)=[O:21])[CH2:23][CH2:24][CH2:25][CH2:26][CH2:27]1, predict the reactants needed to synthesize it. The reactants are: C([N:8]1[CH2:13][CH2:12][CH:11]([N:14]2[CH2:19][CH2:18][CH2:17][CH:16]([C:20]([N:22]3[CH2:27][CH2:26][CH2:25][CH2:24][CH2:23]3)=[O:21])[CH2:15]2)[CH2:10][CH2:9]1)C1C=CC=CC=1.C(OCC)(=O)C.[ClH:34].